This data is from Peptide-MHC class II binding affinity with 134,281 pairs from IEDB. The task is: Regression. Given a peptide amino acid sequence and an MHC pseudo amino acid sequence, predict their binding affinity value. This is MHC class II binding data. The peptide sequence is WMIHTLEALDYKECE. The MHC is DRB4_0103 with pseudo-sequence DRB4_0103. The binding affinity (normalized) is 0.